Task: Predict the product of the given reaction.. Dataset: Forward reaction prediction with 1.9M reactions from USPTO patents (1976-2016) (1) Given the reactants [C:1]([O:5][C:6]([N:8]1[CH2:13][CH2:12][N:11]([C:14](=[O:24])[CH:15]([NH:19][C:20]([O:22][CH3:23])=[O:21])[CH:16]([CH3:18])[CH3:17])[CH:10]([C:25]2[NH:26][CH:27]=[C:28]([C:30]3[CH:35]=[CH:34][C:33](Br)=[CH:32][CH:31]=3)[N:29]=2)[CH2:9]1)=[O:7])([CH3:4])([CH3:3])[CH3:2].[CH3:37][O:38][C:39](=[O:65])[NH:40][CH:41]([C:45]([N:47]1[CH2:51][CH2:50][CH2:49][CH:48]1[C:52]1[NH:53][C:54]([C:57]2[CH:62]=[CH:61][C:60]([C:63]#[CH:64])=[CH:59][CH:58]=2)=[CH:55][N:56]=1)=[O:46])[CH:42]([CH3:44])[CH3:43].C(N(CC)CC)C, predict the reaction product. The product is: [C:1]([O:5][C:6]([N:8]1[CH2:13][CH2:12][N:11]([C:14](=[O:24])[CH:15]([NH:19][C:20]([O:22][CH3:23])=[O:21])[CH:16]([CH3:18])[CH3:17])[CH:10]([C:25]2[NH:26][CH:27]=[C:28]([C:30]3[CH:35]=[CH:34][C:33]([C:64]#[C:63][C:60]4[CH:61]=[CH:62][C:57]([C:54]5[NH:53][C:52]([CH:48]6[CH2:49][CH2:50][CH2:51][N:47]6[C:45](=[O:46])[CH:41]([NH:40][C:39]([O:38][CH3:37])=[O:65])[CH:42]([CH3:44])[CH3:43])=[N:56][CH:55]=5)=[CH:58][CH:59]=4)=[CH:32][CH:31]=3)[N:29]=2)[CH2:9]1)=[O:7])([CH3:4])([CH3:3])[CH3:2]. (2) Given the reactants [CH3:1][C:2]1[CH:11]=[C:10]([CH2:12][O:13][Si:14]([CH:21]([CH3:23])[CH3:22])([CH:18]([CH3:20])[CH3:19])[CH:15]([CH3:17])[CH3:16])[CH:9]=[CH:8][C:3]=1[C:4]([O:6]C)=[O:5].[OH-].[Li+].CO, predict the reaction product. The product is: [CH3:1][C:2]1[CH:11]=[C:10]([CH2:12][O:13][Si:14]([CH:15]([CH3:17])[CH3:16])([CH:21]([CH3:23])[CH3:22])[CH:18]([CH3:20])[CH3:19])[CH:9]=[CH:8][C:3]=1[C:4]([OH:6])=[O:5]. (3) Given the reactants [C:1]([NH:4][C:5]1[CH:6]=[C:7]2[C:11](=[CH:12][CH:13]=1)[CH2:10][CH2:9][CH2:8]2)(=[O:3])[CH3:2].[Br:14]Br, predict the reaction product. The product is: [Br:14][C:13]1[CH:12]=[C:11]2[C:7]([CH2:8][CH2:9][CH2:10]2)=[CH:6][C:5]=1[NH:4][C:1](=[O:3])[CH3:2]. (4) Given the reactants C(O)=O.[CH2:4]([N:11]1[CH2:25][CH2:24][N:14]2[C:15]3[N:23]=[CH:22][CH:21]=[CH:20][C:16]=3[NH:17][CH2:18][CH2:19][CH:13]2[CH2:12]1)[C:5]1[CH:10]=[CH:9][CH:8]=[CH:7][CH:6]=1.[CH2:26]=O, predict the reaction product. The product is: [CH2:4]([N:11]1[CH2:25][CH2:24][N:14]2[C:15]3[N:23]=[CH:22][CH:21]=[CH:20][C:16]=3[N:17]([CH3:26])[CH2:18][CH2:19][CH:13]2[CH2:12]1)[C:5]1[CH:10]=[CH:9][CH:8]=[CH:7][CH:6]=1.